Dataset: Full USPTO retrosynthesis dataset with 1.9M reactions from patents (1976-2016). Task: Predict the reactants needed to synthesize the given product. Given the product [CH3:1][N:2]1[C:7](=[S:39])[C:6]2=[C:9]([NH:25][C:26]3[CH:31]=[CH:30][CH:29]=[CH:28][CH:27]=3)[N:10]([CH2:12][C:13]3[CH:18]=[CH:17][C:16]([C:19]4[CH:24]=[CH:23][CH:22]=[CH:21][N:20]=4)=[CH:15][CH:14]=3)[N:11]=[C:5]2[N:4]2[C@H:32]3[CH2:37][CH2:36][CH2:35][C@H:33]3[N:34]=[C:3]12, predict the reactants needed to synthesize it. The reactants are: [CH3:1][N:2]1[C:7](=O)[C:6]2=[C:9]([NH:25][C:26]3[CH:31]=[CH:30][CH:29]=[CH:28][CH:27]=3)[N:10]([CH2:12][C:13]3[CH:18]=[CH:17][C:16]([C:19]4[CH:24]=[CH:23][CH:22]=[CH:21][N:20]=4)=[CH:15][CH:14]=3)[N:11]=[C:5]2[N:4]2[C@H:32]3[CH2:37][CH2:36][CH2:35][C@H:33]3[N:34]=[C:3]12.P12(SP3(SP(SP(S3)(S1)=S)(=S)S2)=S)=[S:39].